From a dataset of Reaction yield outcomes from USPTO patents with 853,638 reactions. Predict the reaction yield, written as a fraction of the theoretical maximum amount of product (1.0 means a 100% yield; for example, 0.34 means a 34% yield). (1) The reactants are Cl[C:2]1[CH:3]=[C:4]([C:14]([NH:16][CH2:17][C:18]2[C:19](=[O:26])[NH:20][C:21]([CH3:25])=[CH:22][C:23]=2[CH3:24])=[O:15])[C:5]2[CH:10]=[N:9][N:8]([CH:11]([CH3:13])[CH3:12])[C:6]=2[N:7]=1.[CH3:27][N:28]([CH3:38])[C:29]1[N:34]=[CH:33][C:32](B(O)O)=[CH:31][CH:30]=1.C(=O)(O)[O-].[Na+].O. The catalyst is COCCOC.O. The product is [CH3:27][N:28]([CH3:38])[C:29]1[N:34]=[CH:33][C:32]([C:2]2[CH:3]=[C:4]([C:14]([NH:16][CH2:17][C:18]3[C:19](=[O:26])[NH:20][C:21]([CH3:25])=[CH:22][C:23]=3[CH3:24])=[O:15])[C:5]3[CH:10]=[N:9][N:8]([CH:11]([CH3:13])[CH3:12])[C:6]=3[N:7]=2)=[CH:31][CH:30]=1. The yield is 0.450. (2) The reactants are [OH-].[K+].[N:3]1([CH:9]2[CH2:14][CH2:13][N:12]([CH2:15][C:16]3[C:17]([C:34]4[CH:39]=[CH:38][CH:37]=[C:36]([C:40]([F:43])([F:42])[F:41])[CH:35]=4)=[N:18][C:19]4[C:24]([C:25]=3[C:26]([O:28]C)=[O:27])=[CH:23][C:22]([S:30]([CH3:33])(=[O:32])=[O:31])=[CH:21][CH:20]=4)[CH2:11][CH2:10]2)[CH2:8][CH2:7][CH2:6][CH2:5][CH2:4]1. The catalyst is O.CO. The product is [N:3]1([CH:9]2[CH2:10][CH2:11][N:12]([CH2:15][C:16]3[C:17]([C:34]4[CH:39]=[CH:38][CH:37]=[C:36]([C:40]([F:41])([F:42])[F:43])[CH:35]=4)=[N:18][C:19]4[C:24]([C:25]=3[C:26]([OH:28])=[O:27])=[CH:23][C:22]([S:30]([CH3:33])(=[O:31])=[O:32])=[CH:21][CH:20]=4)[CH2:13][CH2:14]2)[CH2:8][CH2:7][CH2:6][CH2:5][CH2:4]1. The yield is 0.480. (3) The reactants are [CH3:1][O:2][C:3]1[CH:4]=[C:5]2[C:10](=[CH:11][C:12]=1[O:13][CH3:14])[N:9]=[CH:8][CH:7]=[C:6]2[O:15][C:16]1[CH:22]=[CH:21][C:19]([NH2:20])=[C:18](OC)[CH:17]=1.C(N(CC)CC)C.ClC(Cl)(O[C:36](=[O:42])OC(Cl)(Cl)Cl)Cl.[CH3:44][C:45]1[N:46]=[C:47]([CH:50]([NH2:52])[CH3:51])[S:48][CH:49]=1. The catalyst is C(Cl)(Cl)Cl. The product is [CH3:1][O:2][C:3]1[CH:4]=[C:5]2[C:10](=[CH:11][C:12]=1[O:13][CH3:14])[N:9]=[CH:8][CH:7]=[C:6]2[O:15][C:16]1[CH:17]=[CH:18][C:19]([NH:20][C:36]([NH:52][CH:50]([C:47]2[S:48][CH:49]=[C:45]([CH3:44])[N:46]=2)[CH3:51])=[O:42])=[CH:21][CH:22]=1. The yield is 0.680. (4) The reactants are C[O:2][C:3](=[O:22])[C:4]1[C:9]([CH3:10])=[CH:8][C:7]([C:11]([F:20])([C:16]([F:19])([F:18])[F:17])[C:12]([F:15])([F:14])[F:13])=[CH:6][C:5]=1[CH3:21].[OH-].[Na+]. The catalyst is O1CCOCC1.CO. The product is [CH3:21][C:5]1[CH:6]=[C:7]([C:11]([F:20])([C:12]([F:13])([F:14])[F:15])[C:16]([F:19])([F:18])[F:17])[CH:8]=[C:9]([CH3:10])[C:4]=1[C:3]([OH:22])=[O:2]. The yield is 0.980. (5) The reactants are [NH:1]1[CH2:6][CH2:5][C:4]2([C:14]3[C:9](=[CH:10][CH:11]=[CH:12][CH:13]=3)[NH:8][C:7]2=[O:15])[CH2:3][CH2:2]1.[CH3:16][C:17]([O:20][C:21](O[C:21]([O:20][C:17]([CH3:19])([CH3:18])[CH3:16])=[O:22])=[O:22])([CH3:19])[CH3:18].C(N(CC)CC)C. The catalyst is C1COCC1. The product is [C:17]([O:20][C:21]([N:1]1[CH2:6][CH2:5][C:4]2([C:14]3[C:9](=[CH:10][CH:11]=[CH:12][CH:13]=3)[NH:8][C:7]2=[O:15])[CH2:3][CH2:2]1)=[O:22])([CH3:19])([CH3:18])[CH3:16]. The yield is 1.00.